From a dataset of Aqueous solubility values for 9,982 compounds from the AqSolDB database. Regression/Classification. Given a drug SMILES string, predict its absorption, distribution, metabolism, or excretion properties. Task type varies by dataset: regression for continuous measurements (e.g., permeability, clearance, half-life) or binary classification for categorical outcomes (e.g., BBB penetration, CYP inhibition). For this dataset (solubility_aqsoldb), we predict Y. (1) The molecule is Cc1cc(NC(C)C(=O)c2ccccc2)ccc1N/N=C1\C=C(S(=O)(=O)[O-])c2ccccc2C1=O.[Na+]. The Y is -1.81 log mol/L. (2) The molecule is CC(C1CC1)C(O)(Cn1cncn1)c1ccc(Cl)cc1. The Y is -3.32 log mol/L.